This data is from Catalyst prediction with 721,799 reactions and 888 catalyst types from USPTO. The task is: Predict which catalyst facilitates the given reaction. (1) Reactant: [C:1]1([NH:7][CH:8]2[CH2:13][CH2:12][CH2:11][C:10](=O)[CH2:9]2)[CH:6]=[CH:5][CH:4]=[CH:3][CH:2]=1.[C:15]1([C@H:25]([NH2:27])[CH3:26])[C:24]2[C:19](=[CH:20][CH:21]=[CH:22][CH:23]=2)[CH:18]=[CH:17][CH:16]=1. Product: [C:15]1([C@H:25]([NH:27][CH:10]2[CH2:11][CH2:12][CH2:13][CH:8]([NH:7][C:1]3[CH:6]=[CH:5][CH:4]=[CH:3][CH:2]=3)[CH2:9]2)[CH3:26])[C:24]2[C:19](=[CH:20][CH:21]=[CH:22][CH:23]=2)[CH:18]=[CH:17][CH:16]=1. The catalyst class is: 513. (2) Reactant: [CH3:1][C:2]1[N:7]=[CH:6][C:5]([C:8](O)=[O:9])=[CH:4][N:3]=1.[BH4-].[Na+]. Product: [CH3:1][C:2]1[N:7]=[CH:6][C:5]([CH2:8][OH:9])=[CH:4][N:3]=1. The catalyst class is: 8.